This data is from Forward reaction prediction with 1.9M reactions from USPTO patents (1976-2016). The task is: Predict the product of the given reaction. (1) Given the reactants C1C=CC2N(O)N=NC=2C=1.CCN=C=NCCCN(C)C.[CH:22]1([N:25]2[C:33]3[C:28](=[C:29]([O:37][CH3:38])[CH:30]=[C:31]([C:34]([OH:36])=O)[CH:32]=3)[CH:27]=[CH:26]2)[CH2:24][CH2:23]1.Cl.[O:40]=[C:41]1[O:45][N:44]=[C:43]([C:46]2[CH:47]=[C:48]3[C:58](=[CH:59][CH:60]=2)[O:57][C:51]2([CH2:56][CH2:55][NH:54][CH2:53][CH2:52]2)[CH2:50][C:49]3=[O:61])[NH:42]1, predict the reaction product. The product is: [CH:22]1([N:25]2[C:33]3[C:28](=[C:29]([O:37][CH3:38])[CH:30]=[C:31]([C:34]([N:54]4[CH2:55][CH2:56][C:51]5([CH2:50][C:49](=[O:61])[C:48]6[C:58](=[CH:59][CH:60]=[C:46]([C:43]7[NH:42][C:41](=[O:40])[O:45][N:44]=7)[CH:47]=6)[O:57]5)[CH2:52][CH2:53]4)=[O:36])[CH:32]=3)[CH:27]=[CH:26]2)[CH2:23][CH2:24]1. (2) Given the reactants Cl.[Cl:2][C:3]1[CH:8]=[CH:7][C:6]([F:9])=[CH:5][C:4]=1[CH:10]1[CH2:15][CH2:14][NH:13][CH2:12][CH2:11]1.[C:16]([O:20][C:21]([N:23]1[CH2:28][CH2:27][C:26]2[NH:29][N:30]=[C:31]([C:32](O)=[O:33])[C:25]=2[CH2:24]1)=[O:22])([CH3:19])([CH3:18])[CH3:17].C(N(C(C)C)CC)(C)C.CCN=C=NCCCN(C)C.C1C=CC2N(O)N=NC=2C=1, predict the reaction product. The product is: [Cl:2][C:3]1[CH:8]=[CH:7][C:6]([F:9])=[CH:5][C:4]=1[CH:10]1[CH2:11][CH2:12][N:13]([C:32]([C:31]2[C:25]3[CH2:24][N:23]([C:21]([O:20][C:16]([CH3:19])([CH3:18])[CH3:17])=[O:22])[CH2:28][CH2:27][C:26]=3[NH:29][N:30]=2)=[O:33])[CH2:14][CH2:15]1. (3) Given the reactants [C:1]([O:5][C:6]([N:8]1[CH2:13][C@@H:12]([C:14](=[O:37])[NH:15][CH2:16][C:17]2([CH2:31][CH2:32][CH2:33][CH2:34][O:35][CH3:36])[C:30]3[CH:29]=[CH:28][CH:27]=[CH:26][C:25]=3[O:24][C:23]3[C:18]2=[CH:19][CH:20]=[CH:21][CH:22]=3)[CH2:11][C@@H:10]([C:38]([OH:40])=O)[CH2:9]1)=[O:7])([CH3:4])([CH3:3])[CH3:2].[CH3:41][NH:42][CH2:43][CH2:44][C:45]1[CH:50]=[CH:49][CH:48]=[CH:47][CH:46]=1, predict the reaction product. The product is: [C:1]([O:5][C:6]([N:8]1[CH2:9][C@H:10]([C:38](=[O:40])[N:42]([CH3:41])[CH2:43][CH2:44][C:45]2[CH:50]=[CH:49][CH:48]=[CH:47][CH:46]=2)[CH2:11][C@H:12]([C:14](=[O:37])[NH:15][CH2:16][C:17]2([CH2:31][CH2:32][CH2:33][CH2:34][O:35][CH3:36])[C:18]3[CH:19]=[CH:20][CH:21]=[CH:22][C:23]=3[O:24][C:25]3[C:30]2=[CH:29][CH:28]=[CH:27][CH:26]=3)[CH2:13]1)=[O:7])([CH3:4])([CH3:2])[CH3:3]. (4) Given the reactants [Cl:1][C:2]1[CH:7]=[C:6]([NH:8][C:9](=[O:15])[O:10][C:11]([CH3:14])([CH3:13])[CH3:12])[N:5]2[N:16]=[CH:17][CH:18]=[C:4]2[N:3]=1.O=P(Cl)(Cl)Cl.CN([CH:27]=[O:28])C, predict the reaction product. The product is: [Cl:1][C:2]1[CH:7]=[C:6]([NH:8][C:9](=[O:15])[O:10][C:11]([CH3:13])([CH3:14])[CH3:12])[N:5]2[N:16]=[CH:17][C:18]([CH:27]=[O:28])=[C:4]2[N:3]=1. (5) Given the reactants [N:1]1([CH2:6][CH2:7][NH:8][C:9](=[O:38])[O:10][C@@H:11]2[CH2:27][C@@H:26]3[C@@:14]([CH3:37])([C@@H:15]4[C@@H:23]([CH2:24][CH2:25]3)[C@:22]3(O)[C@@:18]([CH3:36])([C@@H:19]([C:29]5[CH:30]=[CH:31][C:32](=[O:35])[O:33][CH:34]=5)[CH2:20][CH2:21]3)[CH2:17][CH2:16]4)[CH2:13][CH2:12]2)[CH2:5][CH2:4][CH2:3][CH2:2]1.O=S(Cl)Cl, predict the reaction product. The product is: [N:1]1([CH2:6][CH2:7][NH:8][C:9](=[O:38])[O:10][C@@H:11]2[CH2:27][C@@H:26]3[C@@:14]([CH3:37])([C@@H:15]4[C@@H:23]([CH2:24][CH2:25]3)[C:22]3[C@@:18]([CH3:36])([C@@H:19]([C:29]5[CH:30]=[CH:31][C:32](=[O:35])[O:33][CH:34]=5)[CH2:20][CH:21]=3)[CH2:17][CH2:16]4)[CH2:13][CH2:12]2)[CH2:5][CH2:4][CH2:3][CH2:2]1. (6) Given the reactants Cl[CH:2]([CH3:11])[C:3]([CH2:5][C:6]([O:8][CH2:9][CH3:10])=[O:7])=O.[C:12]([NH2:15])(=[O:14])[CH3:13], predict the reaction product. The product is: [CH2:2]([C:3]1[N:15]=[C:12]([CH3:13])[O:14][C:5]=1[C:6]([O:8][CH2:9][CH3:10])=[O:7])[CH3:11]. (7) Given the reactants [NH2:1][NH:2][C:3]([C:5]1[CH:10]=[CH:9][C:8]([C:11]([F:14])([F:13])[F:12])=[CH:7][N:6]=1)=[NH:4].[N+:15]([C:18]1[CH:19]=[CH:20][C:21]([OH:26])=[C:22]([CH:25]=1)[CH:23]=O)([O-:17])=[O:16], predict the reaction product. The product is: [N+:15]([C:18]1[CH:19]=[CH:20][C:21]([OH:26])=[C:22]([C:23]2[NH:1][N:2]=[C:3]([C:5]3[CH:10]=[CH:9][C:8]([C:11]([F:12])([F:13])[F:14])=[CH:7][N:6]=3)[N:4]=2)[CH:25]=1)([O-:17])=[O:16]. (8) Given the reactants [CH3:1][C:2]([CH2:4][O:5][CH2:6][O:7][CH3:8])=[CH2:3].[CH2:9]([O:11][SiH:12]([O:16][CH2:17][CH3:18])[O:13][CH2:14][CH3:15])[CH3:10], predict the reaction product. The product is: [CH3:8][O:7][CH2:6][O:5][CH2:4][CH:2]([CH3:1])[CH2:3][Si:12]([O:16][CH2:17][CH3:18])([O:13][CH2:14][CH3:15])[O:11][CH2:9][CH3:10]. (9) Given the reactants [OH:1][CH:2]1[CH2:7][CH2:6][N:5]([C:8]([O:10][C:11]([CH3:14])([CH3:13])[CH3:12])=[O:9])[CH2:4][CH2:3]1.[H-].[Na+].Br[C:18]1[S:22][N:21]=[CH:20][C:19]=1[N+:23]([O-:25])=[O:24], predict the reaction product. The product is: [N+:23]([C:19]1[CH:20]=[N:21][S:22][C:18]=1[O:1][CH:2]1[CH2:3][CH2:4][N:5]([C:8]([O:10][C:11]([CH3:14])([CH3:13])[CH3:12])=[O:9])[CH2:6][CH2:7]1)([O-:25])=[O:24].